From a dataset of Full USPTO retrosynthesis dataset with 1.9M reactions from patents (1976-2016). Predict the reactants needed to synthesize the given product. (1) Given the product [C:32]1([C:43]2[CH:44]=[CH:45][CH:46]=[CH:47][CH:48]=2)[CH:33]=[CH:34][C:35](/[C:38](/[CH3:42])=[CH:39]/[CH2:40][O:41][C:62]2[CH:61]=[CH:60][C:59]([CH2:58][C@H:52]([O:51][CH2:49][CH3:50])[C:53]([O:55][CH2:56][CH3:57])=[O:54])=[CH:64][CH:63]=2)=[CH:36][CH:37]=1, predict the reactants needed to synthesize it. The reactants are: N(C(OCC)=O)=NC(OCC)=O.C1(P(C2C=CC=CC=2)C2C=CC=CC=2)C=CC=CC=1.[C:32]1([C:43]2[CH:48]=[CH:47][CH:46]=[CH:45][CH:44]=2)[CH:37]=[CH:36][C:35](/[C:38](/[CH3:42])=[CH:39]/[CH2:40][OH:41])=[CH:34][CH:33]=1.[CH2:49]([O:51][C@@H:52]([CH2:58][C:59]1[CH:64]=[CH:63][C:62](O)=[CH:61][CH:60]=1)[C:53]([O:55][CH2:56][CH3:57])=[O:54])[CH3:50]. (2) Given the product [Cl:30][C:25]1[CH:24]=[CH:23][N:22]=[C:21]([NH:20][C:4]2[CH:5]=[C:6]([C:8]3[S:12][C:11]([C:13]([OH:19])([CH3:18])[C:14]([F:17])([F:15])[F:16])=[N:10][CH:9]=3)[CH:7]=[C:2]([CH3:1])[CH:3]=2)[N:26]=1, predict the reactants needed to synthesize it. The reactants are: [CH3:1][C:2]1[CH:3]=[C:4]([NH:20][C:21]2[N:26]=[C:25](O)[CH:24]=[CH:23][N:22]=2)[CH:5]=[C:6]([C:8]2[S:12][C:11]([C:13]([OH:19])([CH3:18])[C:14]([F:17])([F:16])[F:15])=[N:10][CH:9]=2)[CH:7]=1.P(Cl)(Cl)([Cl:30])=O.